Dataset: Reaction yield outcomes from USPTO patents with 853,638 reactions. Task: Predict the reaction yield, written as a fraction of the theoretical maximum amount of product (1.0 means a 100% yield; for example, 0.34 means a 34% yield). (1) The reactants are Cl[CH2:2][CH2:3][O:4][CH2:5][C:6]([O:8][CH2:9][CH3:10])=[O:7].[P:11]([O:18]CC)([O:15][CH2:16][CH3:17])[O:12][CH2:13][CH3:14]. No catalyst specified. The product is [CH2:13]([O:12][P:11]([CH2:2][CH2:3][O:4][CH2:5][C:6]([O:8][CH2:9][CH3:10])=[O:7])([O:15][CH2:16][CH3:17])=[O:18])[CH3:14]. The yield is 1.00. (2) The reactants are FC(F)(F)S(O[C:7]1[CH:8]=[C:9]2[C:14](=[CH:15][CH:16]=1)[CH:13]=[C:12]([CH2:17][N:18]1[CH2:23][CH2:22][CH:21]([C:24]([O:26][CH2:27][CH3:28])=[O:25])[CH2:20][CH2:19]1)[CH:11]=[CH:10]2)(=O)=O.[C:31]([CH:35]1[CH2:40][CH2:39][C:38](=[CH2:41])[CH2:37][CH2:36]1)([CH3:34])([CH3:33])[CH3:32].C([O-])([O-])=O.[K+].[K+].CC1(C)C2C(=C(P(C3C=CC=CC=3)C3C=CC=CC=3)C=CC=2)OC2C(P(C3C=CC=CC=3)C3C=CC=CC=3)=CC=CC1=2. The catalyst is CC([O-])=O.CC([O-])=O.[Pd+2].CN1C(=O)CCC1. The product is [C:31]([CH:35]1[CH2:36][CH2:37][C:38](=[CH:41][C:7]2[CH:8]=[C:9]3[C:14](=[CH:15][CH:16]=2)[CH:13]=[C:12]([CH2:17][N:18]2[CH2:19][CH2:20][CH:21]([C:24]([O:26][CH2:27][CH3:28])=[O:25])[CH2:22][CH2:23]2)[CH:11]=[CH:10]3)[CH2:39][CH2:40]1)([CH3:34])([CH3:33])[CH3:32]. The yield is 0.350. (3) The product is [CH3:3][CH:2]([CH3:4])[C:1]([O:6][CH:20]([O:19][C:18]([O:23][C:24]1[CH:29]=[CH:28][CH:27]=[CH:26][C:25]=1[Cl:30])=[O:31])[CH3:21])=[O:5]. The yield is 0.930. The reactants are [C:1]([OH:6])(=[O:5])[CH:2]([CH3:4])[CH3:3].C(OC(=O)C(C)C)(=O)C(C)C.[C:18](=[O:31])([O:23][C:24]1[CH:29]=[CH:28][CH:27]=[CH:26][C:25]=1[Cl:30])[O:19][CH:20](Cl)[CH3:21]. The catalyst is CC1C=CC=CC=1C. (4) The reactants are [C:1]1([Mg]Br)[CH:6]=[CH:5][CH:4]=[CH:3][CH:2]=1.[CH3:9][C:10]1[O:14][N:13]=[C:12]([C:15]([O:17]C)=O)[CH:11]=1.Cl. The product is [CH3:9][C:10]1[O:14][N:13]=[C:12]([C:15]([C:1]2[CH:6]=[CH:5][CH:4]=[CH:3][CH:2]=2)([C:1]2[CH:6]=[CH:5][CH:4]=[CH:3][CH:2]=2)[OH:17])[CH:11]=1. The catalyst is C1COCC1. The yield is 0.980. (5) The reactants are Br[C:2]1[CH:3]=[C:4]([C:8](=[O:10])[CH3:9])[CH:5]=[CH:6][CH:7]=1.[NH:11]1[CH2:15][CH2:14][NH:13][C:12]1=[O:16]. No catalyst specified. The product is [C:8]([C:4]1[CH:3]=[C:2]([N:11]2[CH2:15][CH2:14][NH:13][C:12]2=[O:16])[CH:7]=[CH:6][CH:5]=1)(=[O:10])[CH3:9]. The yield is 0.180. (6) The reactants are Br[C:2]1[S:10][C:9]2[C:4](=[N:5][CH:6]=[CH:7][C:8]=2[O:11][C:12]2[CH:17]=[CH:16][C:15]([N+:18]([O-:20])=[O:19])=[CH:14][C:13]=2[F:21])[CH:3]=1.[CH3:22][N:23]([CH2:33][C:34]1[CH:39]=[CH:38][C:37](B2OC(C)(C)C(C)(C)O2)=[CH:36][CH:35]=1)[CH2:24][CH2:25][N:26]1[CH2:31][CH2:30][N:29]([CH3:32])[CH2:28][CH2:27]1.[F-].[Cs+].C([O-])(O)=O.[Na+]. The catalyst is COCCOC.O.C1C=CC([P]([Pd]([P](C2C=CC=CC=2)(C2C=CC=CC=2)C2C=CC=CC=2)([P](C2C=CC=CC=2)(C2C=CC=CC=2)C2C=CC=CC=2)[P](C2C=CC=CC=2)(C2C=CC=CC=2)C2C=CC=CC=2)(C2C=CC=CC=2)C2C=CC=CC=2)=CC=1. The product is [F:21][C:13]1[CH:14]=[C:15]([N+:18]([O-:20])=[O:19])[CH:16]=[CH:17][C:12]=1[O:11][C:8]1[CH:7]=[CH:6][N:5]=[C:4]2[CH:3]=[C:2]([C:37]3[CH:38]=[CH:39][C:34]([CH2:33][N:23]([CH3:22])[CH2:24][CH2:25][N:26]4[CH2:27][CH2:28][N:29]([CH3:32])[CH2:30][CH2:31]4)=[CH:35][CH:36]=3)[S:10][C:9]=12. The yield is 0.390.